Task: Predict the reaction yield, written as a fraction of the theoretical maximum amount of product (1.0 means a 100% yield; for example, 0.34 means a 34% yield).. Dataset: Reaction yield outcomes from USPTO patents with 853,638 reactions (1) The reactants are [Cl:1][C:2]1[N:10]=[C:9]2[C:5]([N:6]=[C:7]([CH2:17][OH:18])[N:8]2C2CCCCO2)=[C:4]([N:19]2[CH2:24][CH2:23][O:22][CH2:21][CH2:20]2)[N:3]=1.C1(C)C=CC(S(O)(=O)=O)=CC=1. The catalyst is CO. The product is [Cl:1][C:2]1[N:10]=[C:9]2[C:5]([N:6]=[C:7]([CH2:17][OH:18])[NH:8]2)=[C:4]([N:19]2[CH2:24][CH2:23][O:22][CH2:21][CH2:20]2)[N:3]=1. The yield is 1.00. (2) The reactants are [F:1][C:2]1[C:9](O)=[C:8]([O:11][CH3:12])[CH:7]=[CH:6][C:3]=1[CH:4]=[O:5].N1C=CC=CC=1.[S:19](O[S:19]([C:22]([F:25])([F:24])[F:23])(=[O:21])=[O:20])([C:22]([F:25])([F:24])[F:23])(=[O:21])=[O:20]. The catalyst is ClCCl. The product is [F:1][C:2]1[C:9]([S:19]([C:22]([F:25])([F:24])[F:23])(=[O:21])=[O:20])=[C:8]([O:11][CH3:12])[CH:7]=[CH:6][C:3]=1[CH:4]=[O:5]. The yield is 0.620. (3) The reactants are [OH:1][CH2:2][CH2:3][CH2:4][C:5]1[CH:31]=[CH:30][C:8]([O:9][C:10]([CH3:29])([CH3:28])[C:11](=[O:27])[CH2:12][O:13][C:14]2[CH:19]=[CH:18][C:17]([C:20]([O:22][C:23]([CH3:26])([CH3:25])[CH3:24])=[O:21])=[CH:16][CH:15]=2)=[CH:7][CH:6]=1.C(N(CC)CC)C.[CH3:39][S:40](Cl)(=[O:42])=[O:41]. The catalyst is ClCCl. The product is [CH3:39][S:40]([O:1][CH2:2][CH2:3][CH2:4][C:5]1[CH:6]=[CH:7][C:8]([O:9][C:10]([CH3:29])([CH3:28])[C:11](=[O:27])[CH2:12][O:13][C:14]2[CH:15]=[CH:16][C:17]([C:20]([O:22][C:23]([CH3:26])([CH3:24])[CH3:25])=[O:21])=[CH:18][CH:19]=2)=[CH:30][CH:31]=1)(=[O:42])=[O:41]. The yield is 1.00. (4) The reactants are [Cl:1][C:2]1[CH:7]=[CH:6][CH:5]=[CH:4][C:3]=1[C:8]1[NH:9][C:10]2[C:15]([CH:16]=1)=[CH:14][C:13]([CH:17]1[CH2:22][CH2:21][N:20]([CH2:23][CH2:24][N:25]([CH3:33])[C:26](=[O:32])[O:27][C:28]([CH3:31])([CH3:30])[CH3:29])[CH2:19][CH2:18]1)=[CH:12][CH:11]=2.[B-](F)(F)(F)[F:35].[B-](F)(F)(F)F.C1[N+]2(CCl)CC[N+](F)(CC2)C1. The catalyst is CS(C)=O.C(#N)C. The product is [Cl:1][C:2]1[CH:7]=[CH:6][CH:5]=[CH:4][C:3]=1[C:8]1[NH:9][C:10]2[C:15]([C:16]=1[F:35])=[CH:14][C:13]([CH:17]1[CH2:22][CH2:21][N:20]([CH2:23][CH2:24][N:25]([CH3:33])[C:26](=[O:32])[O:27][C:28]([CH3:29])([CH3:30])[CH3:31])[CH2:19][CH2:18]1)=[CH:12][CH:11]=2. The yield is 0.560.